This data is from Catalyst prediction with 721,799 reactions and 888 catalyst types from USPTO. The task is: Predict which catalyst facilitates the given reaction. (1) Product: [CH3:1][O:2][C:3]1[CH:4]=[C:5]2[C:10](=[CH:11][CH:12]=1)[C:9](=[S:30])[NH:8][C:7]([CH3:14])=[C:6]2[C:15]1[CH:20]=[CH:19][CH:18]=[CH:17][CH:16]=1. The catalyst class is: 11. Reactant: [CH3:1][O:2][C:3]1[CH:4]=[C:5]2[C:10](=[CH:11][CH:12]=1)[C:9](=O)[NH:8][C:7]([CH3:14])=[C:6]2[C:15]1[CH:20]=[CH:19][CH:18]=[CH:17][CH:16]=1.COC1C=CC(P2(SP(C3C=CC(OC)=CC=3)(=S)S2)=[S:30])=CC=1.CO.C(Cl)Cl. (2) Reactant: [C:1]([O:5][C:6]([NH:8][C@H:9]([C:14]([OH:16])=[O:15])[CH2:10][CH:11]([CH3:13])[CH3:12])=[O:7])([CH3:4])([CH3:3])[CH3:2].ON1[C:22](=[O:23])[CH2:21][CH2:20][C:19]1=[O:24].[CH:25]1(N=C=NC2CCCCC2)CCCCC1. Product: [O:23]=[C:22]1[CH2:21][CH2:20][C:19](=[O:24])[CH:25]1[O:15][C:14](=[O:16])[CH:9]([NH:8][C:6]([O:5][C:1]([CH3:3])([CH3:2])[CH3:4])=[O:7])[CH2:10][CH:11]([CH3:12])[CH3:13]. The catalyst class is: 10. (3) Reactant: [NH2:1][C:2](=[C:5]([NH:8][CH2:9][C:10]1[CH:15]=[CH:14][CH:13]=[CH:12][CH:11]=1)[C:6]#[N:7])[C:3]#[N:4].S(=O)(=O)(O)O.[CH:21](=O)[C:22]1[CH:27]=[CH:26][CH:25]=[CH:24][CH:23]=1. Product: [CH2:9]([NH:8][C:5](=[C:2]([N:1]=[CH:21][C:22]1[CH:27]=[CH:26][CH:25]=[CH:24][CH:23]=1)[C:3]#[N:4])[C:6]#[N:7])[C:10]1[CH:15]=[CH:14][CH:13]=[CH:12][CH:11]=1. The catalyst class is: 5. (4) Reactant: [C:1]([O:5][C:6](=[O:27])[N:7]([CH2:9][CH2:10][N:11]1[C:19]2[C:14](=[CH:15][CH:16]=[C:17]([Cl:20])[CH:18]=2)[C:13]([C:21](=[O:26])C(F)(F)F)=[CH:12]1)[CH3:8])([CH3:4])([CH3:3])[CH3:2].[H-].[Na+].[OH2:30]. Product: [C:1]([O:5][C:6]([N:7]([CH3:8])[CH2:9][CH2:10][N:11]1[C:19]2[C:14](=[CH:15][CH:16]=[C:17]([Cl:20])[CH:18]=2)[C:13]([C:21]([OH:26])=[O:30])=[CH:12]1)=[O:27])([CH3:3])([CH3:4])[CH3:2]. The catalyst class is: 9.